Task: Predict which catalyst facilitates the given reaction.. Dataset: Catalyst prediction with 721,799 reactions and 888 catalyst types from USPTO (1) Reactant: [C:1]([O:6][CH2:7][CH3:8])(=[O:5])[C:2]([CH3:4])=O.[N:9]1(N)[C:17]2[C:12](=[CH:13][CH:14]=[CH:15][CH:16]=2)[CH2:11][CH2:10]1.B(F)(F)F.CCOCC.C(OCC)(=O)C. Product: [CH2:7]([O:6][C:1]([C:2]1[N:9]2[CH2:10][CH2:11][C:12]3[CH:13]=[CH:14][CH:15]=[C:16]([CH:4]=1)[C:17]2=3)=[O:5])[CH3:8]. The catalyst class is: 8. (2) Reactant: [Cl:1][C:2]1[CH:7]=[CH:6][C:5]([NH:8][C:9]([CH:11]2[CH2:16][N:15]([C:17](=[O:29])[C:18]3[CH:23]=[CH:22][CH:21]=[C:20]([C:24]4[O:25][CH:26]=[CH:27][CH:28]=4)[CH:19]=3)[CH2:14][CH2:13][NH:12]2)=[O:10])=[CH:4][CH:3]=1.[N:30]([CH:33]([CH3:35])[CH3:34])=[C:31]=[O:32]. Product: [Cl:1][C:2]1[CH:7]=[CH:6][C:5]([NH:8][C:9]([CH:11]2[CH2:16][N:15]([C:17](=[O:29])[C:18]3[CH:23]=[CH:22][CH:21]=[C:20]([C:24]4[O:25][CH:26]=[CH:27][CH:28]=4)[CH:19]=3)[CH2:14][CH2:13][N:12]2[C:31]([NH:30][CH:33]([CH3:35])[CH3:34])=[O:32])=[O:10])=[CH:4][CH:3]=1. The catalyst class is: 4. (3) Reactant: [CH:1]1[C:13]2[CH2:12][C:11]3[C:6](=[CH:7][CH:8]=[CH:9][CH:10]=3)[C:5]=2[CH:4]=[CH:3][CH:2]=1.C([Li])CCC.[CH2:19](Br)[CH2:20][CH2:21][CH2:22][CH2:23][CH3:24].O. Product: [CH2:19]([CH:12]1[C:11]2[CH:10]=[CH:9][CH:8]=[CH:7][C:6]=2[C:5]2[C:13]1=[CH:1][CH:2]=[CH:3][CH:4]=2)[CH2:20][CH2:21][CH2:22][CH2:23][CH3:24]. The catalyst class is: 1. (4) Reactant: [N:1]1([C:7]2[CH:12]=[CH:11][C:10]([NH:13][C:14]3[N:19]=[CH:18][N:17]=[C:16]([C:20]4[CH:21]=[CH:22][C:23]([O:28][CH:29]5[CH2:34][CH2:33][O:32][CH2:31][CH2:30]5)=[C:24]([CH:27]=4)[C:25]#[N:26])[N:15]=3)=[CH:9][CH:8]=2)[CH2:6][CH2:5][NH:4][CH2:3][CH2:2]1.[C:35](O)(=[O:38])[CH2:36][OH:37].C(N(CC)C(C)C)(C)C.CN(C(ON1N=NC2C=CC=NC1=2)=[N+](C)C)C.F[P-](F)(F)(F)(F)F. Product: [OH:38][CH2:35][C:36]([N:4]1[CH2:5][CH2:6][N:1]([C:7]2[CH:8]=[CH:9][C:10]([NH:13][C:14]3[N:19]=[CH:18][N:17]=[C:16]([C:20]4[CH:21]=[CH:22][C:23]([O:28][CH:29]5[CH2:34][CH2:33][O:32][CH2:31][CH2:30]5)=[C:24]([CH:27]=4)[C:25]#[N:26])[N:15]=3)=[CH:11][CH:12]=2)[CH2:2][CH2:3]1)=[O:37]. The catalyst class is: 4. (5) Reactant: [C:1]([O:4][C@@H:5]1[C@H:9]([CH2:10][CH2:11][CH2:12][CH2:13][CH2:14][CH2:15][C:16]([O:18][CH3:19])=[O:17])[C@@H:8]([CH2:20][CH2:21][C:22](=[O:30])[C:23]([F:29])([F:28])[CH2:24][CH2:25][CH2:26][CH3:27])[C@H:7]([O:31][CH:32]2[CH2:37][CH2:36][CH2:35][CH2:34][O:33]2)[CH2:6]1)(=[O:3])[CH3:2].[BH4-].[Na+].C(O)(=O)C. Product: [C:1]([O:4][C@@H:5]1[C@H:9]([CH2:10][CH2:11][CH2:12][CH2:13][CH2:14][CH2:15][C:16]([O:18][CH3:19])=[O:17])[C@@H:8]([CH2:20][CH2:21][CH:22]([OH:30])[C:23]([F:28])([F:29])[CH2:24][CH2:25][CH2:26][CH3:27])[C@H:7]([O:31][CH:32]2[CH2:37][CH2:36][CH2:35][CH2:34][O:33]2)[CH2:6]1)(=[O:3])[CH3:2]. The catalyst class is: 5. (6) Reactant: [CH:1]([C:3]1[C:4](=[O:10])[NH:5][C:6](=[O:9])[NH:7][CH:8]=1)=[O:2].[H-].[Na+].I[CH2:14][CH3:15].CO. Product: [CH2:14]([N:7]1[CH:8]=[C:3]([CH:1]=[O:2])[C:4](=[O:10])[NH:5][C:6]1=[O:9])[CH3:15]. The catalyst class is: 9. (7) Reactant: Br[C:2]1[CH:3]=[N:4][C:5]([O:8][CH:9]2[CH:14]3[CH2:15][CH2:16][N:11]([CH2:12][CH2:13]3)[CH2:10]2)=[N:6][CH:7]=1.[C:17]1([OH:23])[CH:22]=[CH:21][CH:20]=[CH:19][CH:18]=1.CO.[C:26]([OH:33])(=[O:32])/[CH:27]=[CH:28]/[C:29]([OH:31])=[O:30]. Product: [C:26]([OH:33])(=[O:32])/[CH:27]=[CH:28]/[C:29]([OH:31])=[O:30].[O:23]([C:2]1[CH:3]=[N:4][C:5]([O:8][CH:9]2[CH:14]3[CH2:15][CH2:16][N:11]([CH2:12][CH2:13]3)[CH2:10]2)=[N:6][CH:7]=1)[C:17]1[CH:22]=[CH:21][CH:20]=[CH:19][CH:18]=1. The catalyst class is: 13. (8) Reactant: [Br:1][C:2]1[CH:3]=[C:4]2[C:9](=[CH:10][CH:11]=1)[O:8][C:7]([C:12]1[N:13]=[CH:14][C:15]3[C:20]([CH:21]=1)=[CH:19][CH:18]=[CH:17][CH:16]=3)=[CH:6][C:5]2=O.Cl.[C:24]([O:28][NH2:29])([CH3:27])([CH3:26])[CH3:25]. Product: [C:24]([O:28][N:29]=[C:5]1[C:4]2[C:9](=[CH:10][CH:11]=[C:2]([Br:1])[CH:3]=2)[O:8][C:7]([C:12]2[N:13]=[CH:14][C:15]3[C:20]([CH:21]=2)=[CH:19][CH:18]=[CH:17][CH:16]=3)=[CH:6]1)([CH3:27])([CH3:26])[CH3:25]. The catalyst class is: 5. (9) Reactant: Cl[C:2]1[CH:23]=[CH:22][C:5]([C:6]([NH:8][C:9]2[CH:14]=[CH:13][C:12]([Cl:15])=[C:11]([C:16]3[CH:21]=[CH:20][CH:19]=[CH:18][N:17]=3)[CH:10]=2)=[O:7])=[CH:4][N:3]=1.[CH3:24][CH:25]1[O:30][CH:29]([CH3:31])[CH2:28][NH:27][CH2:26]1. Product: [Cl:15][C:12]1[CH:13]=[CH:14][C:9]([NH:8][C:6](=[O:7])[C:5]2[CH:22]=[CH:23][C:2]([N:27]3[CH2:26][CH:25]([CH3:24])[O:30][CH:29]([CH3:31])[CH2:28]3)=[N:3][CH:4]=2)=[CH:10][C:11]=1[C:16]1[CH:21]=[CH:20][CH:19]=[CH:18][N:17]=1. The catalyst class is: 51. (10) Reactant: [Si:1]([O:8][C@H:9]([C:28]1[CH:33]=[CH:32][C:31]([OH:34])=[C:30]([CH2:35][OH:36])[CH:29]=1)[CH2:10][NH:11][C@H:12]([CH3:27])[CH2:13][C:14]1[CH:15]=[C:16]2[C:20](=[CH:21][CH:22]=1)[NH:19][C:18]([C:23]([O:25]C)=[O:24])=[CH:17]2)([C:4]([CH3:7])([CH3:6])[CH3:5])([CH3:3])[CH3:2].[OH-].[Na+]. Product: [Si:1]([O:8][C@H:9]([C:28]1[CH:33]=[CH:32][C:31]([OH:34])=[C:30]([CH2:35][OH:36])[CH:29]=1)[CH2:10][NH:11][C@H:12]([CH3:27])[CH2:13][C:14]1[CH:15]=[C:16]2[C:20](=[CH:21][CH:22]=1)[NH:19][C:18]([C:23]([OH:25])=[O:24])=[CH:17]2)([C:4]([CH3:7])([CH3:5])[CH3:6])([CH3:3])[CH3:2]. The catalyst class is: 38.